From a dataset of Reaction yield outcomes from USPTO patents with 853,638 reactions. Predict the reaction yield, written as a fraction of the theoretical maximum amount of product (1.0 means a 100% yield; for example, 0.34 means a 34% yield). The reactants are [NH2:1][C:2]1[C:3]([NH:28][CH:29]2[CH2:33][CH2:32][CH2:31][CH2:30]2)=[N:4][C:5]([NH:8][C:9]2[CH:14]=[CH:13][C:12]([N:15]3[CH2:19][CH2:18][CH:17]([NH:20][C:21]([O:23][C:24]([CH3:27])([CH3:26])[CH3:25])=[O:22])[CH2:16]3)=[CH:11][CH:10]=2)=[N:6][CH:7]=1.[C:34](OCCCC)(=O)[CH:35]=[O:36].CC(O)=O. The catalyst is CCO. The product is [C:24]([O:23][C:21]([NH:20][CH:17]1[CH2:18][CH2:19][N:15]([C:12]2[CH:11]=[CH:10][C:9]([NH:8][C:5]3[N:6]=[CH:7][C:2]4[N:1]=[CH:34][C:35](=[O:36])[N:28]([CH:29]5[CH2:30][CH2:31][CH2:32][CH2:33]5)[C:3]=4[N:4]=3)=[CH:14][CH:13]=2)[CH2:16]1)=[O:22])([CH3:27])([CH3:26])[CH3:25]. The yield is 0.280.